This data is from Reaction yield outcomes from USPTO patents with 853,638 reactions. The task is: Predict the reaction yield, written as a fraction of the theoretical maximum amount of product (1.0 means a 100% yield; for example, 0.34 means a 34% yield). (1) The reactants are [H-].[Na+].[CH:3]([C:6]1[NH:7][CH:8]=[C:9]([C:11]([CH3:22])([C:13]2[CH:18]=[CH:17][CH:16]=[C:15]([N+:19]([O-:21])=[O:20])[CH:14]=2)[CH3:12])[N:10]=1)([CH3:5])[CH3:4].I[CH3:24]. The catalyst is C1COCC1. The product is [CH:3]([C:6]1[N:10]([CH3:24])[C:9]([C:11]([CH3:12])([C:13]2[CH:18]=[CH:17][CH:16]=[C:15]([N+:19]([O-:21])=[O:20])[CH:14]=2)[CH3:22])=[CH:8][N:7]=1)([CH3:5])[CH3:4]. The yield is 0.350. (2) The reactants are [C:1]([C:4]1[C:9]([O:10]CC=C)=[CH:8][C:7]([O:14]CC=C)=[CH:6][C:5]=1[CH2:18][C:19]([O:21][CH3:22])=[O:20])(=[O:3])[CH3:2].C([O-])=O.[NH4+].Cl. The catalyst is O1CCOCC1.CC1C=CC=CC=1[P](C1C=CC=CC=1C)([Pd][P](C1=C(C)C=CC=C1)(C1C=CC=CC=1C)C1C=CC=CC=1C)C1C=CC=CC=1C. The product is [C:1]([C:4]1[C:9]([OH:10])=[CH:8][C:7]([OH:14])=[CH:6][C:5]=1[CH2:18][C:19]([O:21][CH3:22])=[O:20])(=[O:3])[CH3:2]. The yield is 0.390.